Dataset: Full USPTO retrosynthesis dataset with 1.9M reactions from patents (1976-2016). Task: Predict the reactants needed to synthesize the given product. (1) Given the product [CH2:1]([O:3][C:4]([C:5]1[N:8]=[CH:10][N:20]([C:21]2[CH:28]=[CH:27][CH:26]=[C:23]([C:24]#[N:25])[CH:22]=2)[C:6]=1[NH2:7])=[O:9])[CH3:2], predict the reactants needed to synthesize it. The reactants are: [CH2:1]([O:3][C:4](=[O:9])[CH:5]([NH2:8])[C:6]#[N:7])[CH3:2].[CH:10](OCC)(OCC)OCC.[NH2:20][C:21]1[CH:22]=[C:23]([CH:26]=[CH:27][CH:28]=1)[C:24]#[N:25]. (2) Given the product [CH2:15]1[C:4]2[C:5](=[N:6][CH:7]=[C:8]3[CH2:9][CH2:10][CH:11]([OH:12])[C:3]3=2)[O:13][CH2:14]1, predict the reactants needed to synthesize it. The reactants are: C[Si](C)(C)[C:3]1[C:8]([CH2:9][CH2:10][CH:11]=[O:12])=[CH:7][N:6]=[C:5]2[O:13][CH2:14][CH2:15][C:4]=12. (3) Given the product [C:5]([NH2:15])(=[O:6])[C:4]1[CH:8]=[CH:9][CH:10]=[CH:11][CH:3]=1, predict the reactants needed to synthesize it. The reactants are: CO[C:3]1[CH:11]=[CH:10][CH:9]=[C:8](OC)[C:4]=1[C:5](Cl)=[O:6].C[NH:15]CCC#CC1C=CC=CN=1.CCN(C(C)C)C(C)C. (4) Given the product [CH2:1]([O:8][C:9]1[CH:14]=[C:13]([O:15][CH2:30][CH2:31][C:32]2[CH:37]=[CH:36][CH:35]=[CH:34][CH:33]=2)[CH:12]=[CH:11][C:10]=1[N:16]1[S:20](=[O:21])(=[O:22])[N:19]([CH2:23][CH2:24][Si:25]([CH3:26])([CH3:28])[CH3:27])[C:18](=[O:29])[CH2:17]1)[C:2]1[CH:3]=[CH:4][CH:5]=[CH:6][CH:7]=1, predict the reactants needed to synthesize it. The reactants are: [CH2:1]([O:8][C:9]1[CH:14]=[C:13]([OH:15])[CH:12]=[CH:11][C:10]=1[N:16]1[S:20](=[O:22])(=[O:21])[N:19]([CH2:23][CH2:24][Si:25]([CH3:28])([CH3:27])[CH3:26])[C:18](=[O:29])[CH2:17]1)[C:2]1[CH:7]=[CH:6][CH:5]=[CH:4][CH:3]=1.[CH2:30](O)[CH2:31][C:32]1[CH:37]=[CH:36][CH:35]=[CH:34][CH:33]=1.CC(OC(/N=N/C(OC(C)C)=O)=O)C.C1(P(C2C=CC=CC=2)C2C=CC=CC=2)C=CC=CC=1.